This data is from Reaction yield outcomes from USPTO patents with 853,638 reactions. The task is: Predict the reaction yield, written as a fraction of the theoretical maximum amount of product (1.0 means a 100% yield; for example, 0.34 means a 34% yield). (1) The reactants are Br[C:2]1[CH:3]=[C:4]([CH:11]=[C:12]([F:15])[C:13]=1[CH3:14])[C:5]([NH:7][CH:8]1[CH2:10][CH2:9]1)=[O:6].[CH:16]1([CH2:19][NH:20][C:21](=[O:37])[C:22]2[CH:27]=[CH:26][C:25](B3OC(C)(C)C(C)(C)O3)=[CH:24][CH:23]=2)[CH2:18][CH2:17]1.C(=O)([O-])[O-].[Na+].[Na+]. The catalyst is COCCOC.C1C=CC([P]([Pd]([P](C2C=CC=CC=2)(C2C=CC=CC=2)C2C=CC=CC=2)([P](C2C=CC=CC=2)(C2C=CC=CC=2)C2C=CC=CC=2)[P](C2C=CC=CC=2)(C2C=CC=CC=2)C2C=CC=CC=2)(C2C=CC=CC=2)C2C=CC=CC=2)=CC=1. The product is [CH:8]1([NH:7][C:5]([C:4]2[CH:3]=[C:2]([C:25]3[CH:26]=[CH:27][C:22]([C:21]([NH:20][CH2:19][CH:16]4[CH2:18][CH2:17]4)=[O:37])=[CH:23][CH:24]=3)[C:13]([CH3:14])=[C:12]([F:15])[CH:11]=2)=[O:6])[CH2:10][CH2:9]1. The yield is 0.620. (2) The catalyst is CN(C=O)C. The yield is 0.670. The product is [OH:73][C:71]([CH3:74])([CH3:72])[CH2:70][NH:69][C:23]([C:20]1[CH:21]=[CH:22][C:15]2[O:14][CH2:13][CH2:12][C:11]3[N:17]([N:18]=[C:9]([C:8]4[N:4]([CH:1]([CH3:2])[CH3:3])[N:5]=[CH:6][N:7]=4)[CH:10]=3)[C:16]=2[CH:19]=1)=[O:24]. The reactants are [CH:1]([N:4]1[C:8]([C:9]2[CH:10]=[C:11]3[N:17]([N:18]=2)[C:16]2[CH:19]=[C:20]([C:23](O)=[O:24])[CH:21]=[CH:22][C:15]=2[O:14][CH2:13][CH2:12]3)=[N:7][CH:6]=[N:5]1)([CH3:3])[CH3:2].CCN(C(C)C)C(C)C.CN(C(ON1N=NC2C=CC=NC1=2)=[N+](C)C)C.F[P-](F)(F)(F)(F)F.C1C=CC2N(O)N=NC=2C=1.[NH2:69][CH2:70][C:71]([CH3:74])([OH:73])[CH3:72]. (3) The reactants are [NH2:1][C:2]1[C:3]([Cl:9])=[N:4][CH:5]=[N:6][C:7]=1[NH2:8].[O:10]1CCOC[CH2:11]1. No catalyst specified. The product is [Cl:9][C:3]1[N:4]=[CH:5][N:6]=[C:7]2[C:2]=1[NH:1][C:11](=[O:10])[NH:8]2. The yield is 0.860. (4) The reactants are C([O:8][C:9]1[CH:14]=[CH:13][C:12]([C:15]2[N:16]=[CH:17][O:18][C:19]=2[C:20]2[CH:25]=[CH:24][N:23]=[CH:22][CH:21]=2)=[CH:11][CH:10]=1)C1C=CC=CC=1.C([O-])=O.[NH4+]. The catalyst is CO.[OH-].[OH-].[Pd+2]. The product is [N:23]1[CH:22]=[CH:21][C:20]([C:19]2[O:18][CH:17]=[N:16][C:15]=2[C:12]2[CH:13]=[CH:14][C:9]([OH:8])=[CH:10][CH:11]=2)=[CH:25][CH:24]=1. The yield is 0.960. (5) The reactants are [N:1]1([CH2:6][CH2:7][CH2:8][O:9][C:10]2[CH:15]=[CH:14][C:13]([C:16]3([CH2:22][NH2:23])[CH2:21][CH2:20][O:19][CH2:18][CH2:17]3)=[CH:12][CH:11]=2)[CH2:5][CH2:4][CH2:3][CH2:2]1.C(O)(=O)C.C(N(CC)CC)C.[C:35]1(=O)[CH2:39][CH2:38][CH2:37][CH2:36]1. The catalyst is ClC(Cl)C. The product is [CH:35]1([NH:23][CH2:22][C:16]2([C:13]3[CH:14]=[CH:15][C:10]([O:9][CH2:8][CH2:7][CH2:6][N:1]4[CH2:5][CH2:4][CH2:3][CH2:2]4)=[CH:11][CH:12]=3)[CH2:17][CH2:18][O:19][CH2:20][CH2:21]2)[CH2:39][CH2:38][CH2:37][CH2:36]1. The yield is 0.580. (6) The reactants are [CH3:1][Si:2]([CH3:15])([CH3:14])[CH2:3][CH2:4][O:5][CH2:6][N:7]1[CH:11]=[C:10]([C:12]#[N:13])[N:9]=[CH:8]1.[Br:16]N1C(=O)CCC1=O.N(C(C)(C)C#N)=NC(C)(C)C#N. The catalyst is C(Cl)(Cl)(Cl)Cl.CCOC(C)=O. The product is [Br:16][C:8]1[N:7]([CH2:6][O:5][CH2:4][CH2:3][Si:2]([CH3:15])([CH3:14])[CH3:1])[CH:11]=[C:10]([C:12]#[N:13])[N:9]=1. The yield is 0.770. (7) The reactants are P(Cl)(Cl)(Cl)=O.[C:6]([C:9]1[CH:14]=[CH:13][N:12]=[CH:11][CH:10]=1)(=O)[CH3:7].[ClH:15].NO.C(=O)(O)[O-].C[N:23]([CH3:26])C=O. The catalyst is O. The product is [Cl:15]/[C:6](/[C:9]1[CH:14]=[CH:13][N:12]=[CH:11][CH:10]=1)=[CH:7]\[C:26]#[N:23]. The yield is 0.240.